From a dataset of Experimentally validated miRNA-target interactions with 360,000+ pairs, plus equal number of negative samples. Binary Classification. Given a miRNA mature sequence and a target amino acid sequence, predict their likelihood of interaction. (1) The protein sequence of the target gene is MSCESSMVLGYWDIRGLAHAIRLLLEFTDTSYEEKRYTCGEAPDYDRSQWLDVKFKLDLDFPNLPYLLDGKNKITQSNAILRYIARKHNMCGETEEEKIRVDIIENQVMDFRTQLIRLCYSSDHEKLKPQYLEELPGQLKQFSMFLGKFSWFAGEKLTFVDFLTYDILDQNRIFDPKCLDEFPNLKAFMCRFEALEKIAAYLQSDQFCKMPINNKMAQWGNKPVC. The miRNA is hsa-miR-1307-3p with sequence ACUCGGCGUGGCGUCGGUCGUG. Result: 1 (interaction). (2) The protein sequence of the target gene is MEEMSGESVVSSAVPAAATRTTSFKGTSPSSKYVKLNVGGALYYTTMQTLTKQDTMLKAMFSGRMEVLTDSEGWILIDRCGKHFGTILNYLRDGAVPLPESRREIEELLAEAKYYLVQGLVEECQAALQNKDTYEPFCKVPVITSSKEEQKLIATSNKPAVKLLYNRSNNKYSYTSNSDDNMLKNIELFDKLSLRFNGRVLFIKDVIGDEICCWSFYGQGRKIAEVCCTSIVYATEKKQTKVEFPEARIYEETLNILLYEAQDGRGPDNALLEATGGAAGRSHHLDEDEERERIERVRRI.... The miRNA is hsa-miR-619-3p with sequence GACCUGGACAUGUUUGUGCCCAGU. Result: 1 (interaction). (3) The miRNA is hsa-miR-4797-5p with sequence GACAGAGUGCCACUUACUGAA. The protein sequence of the target gene is MSIMSYNGGAVMAMKGKNCVAIAADRRFGIQAQMVTTDFQKIFPMGDRLYIGLAGLATDVQTVAQRLKFRLNLYELKEGRQIKPYTLMSMVANLLYEKRFGPYYTEPVIAGLDPKTFKPFICSLDLIGCPMVTDDFVVSGTCAEQMYGMCESLWEPNMDPDHLFETISQAMLNAVDRDAVSGMGVIVHIIEKDKITTRTLKARMD. Result: 0 (no interaction). (4) The miRNA is hsa-miR-6818-5p with sequence UUGUGUGAGUACAGAGAGCAUC. The protein sequence of the target gene is MERDGDQAGHGPRHGSAGNGRELESPAAASLLAPMDLGEEPLEKAERARPAKDPNTYKVLSLVLSVCVLTTILGCIFGLKPSCAKEVKSCKGRCFERTFSNCRCDAACVSLGNCCLDFQETCVEPTHIWTCNKFRCGEKRLSRFVCSCADDCKTHNDCCINYSSVCQDKKSWVEETCESIDTPECPAEFESPPTLLFSLDGFRAEYLHTWGGLLPVISKLKNCGTYTKNMRPMYPTKTFPNHYSIVTGLYPESHGIIDNKMYDPKMNASFSLKSKEKFNPLWYKGQPIWVTANHQEVKSG.... Result: 0 (no interaction).